From a dataset of Forward reaction prediction with 1.9M reactions from USPTO patents (1976-2016). Predict the product of the given reaction. (1) Given the reactants [CH3:1][O:2][C:3]1[CH:8]=[CH:7][C:6](B(O)O)=[CH:5][CH:4]=1.[CH2:12]([O:19][C:20]1[CH:35]=[CH:34][C:23]([C:24]([O:26][CH2:27][C:28]2[CH:33]=[CH:32][CH:31]=[CH:30][CH:29]=2)=[O:25])=[CH:22][C:21]=1Br)[C:13]1[CH:18]=[CH:17][CH:16]=[CH:15][CH:14]=1.C(=O)([O-])[O-].[K+].[K+], predict the reaction product. The product is: [CH2:12]([O:19][C:20]1[CH:35]=[CH:34][C:23]([C:24]([O:26][CH2:27][C:28]2[CH:33]=[CH:32][CH:31]=[CH:30][CH:29]=2)=[O:25])=[CH:22][C:21]=1[C:6]1[CH:7]=[CH:8][C:3]([O:2][CH3:1])=[CH:4][CH:5]=1)[C:13]1[CH:18]=[CH:17][CH:16]=[CH:15][CH:14]=1. (2) Given the reactants Cl.[Cl:2][C:3]1[CH:4]=[C:5]([CH:15]([NH2:17])[CH3:16])[CH:6]=[N:7][C:8]=1[O:9][CH2:10][C:11]([F:14])([F:13])[F:12].[Br:18][C:19]1[CH:20]=[C:21]([CH:25]=[C:26]([CH3:28])[N:27]=1)[C:22](O)=[O:23], predict the reaction product. The product is: [Br:18][C:19]1[CH:20]=[C:21]([CH:25]=[C:26]([CH3:28])[N:27]=1)[C:22]([NH:17][CH:15]([C:5]1[CH:6]=[N:7][C:8]([O:9][CH2:10][C:11]([F:12])([F:13])[F:14])=[C:3]([Cl:2])[CH:4]=1)[CH3:16])=[O:23]. (3) Given the reactants C([O-])([O-])=O.[Na+].[Na+].[C:7]([NH:24][C@H:25]([C:31]([OH:33])=[O:32])[CH2:26][CH2:27][CH2:28][CH2:29][NH2:30])([O:9][CH2:10][CH:11]1[C:23]2[C:18](=[CH:19][CH:20]=[CH:21][CH:22]=2)[C:17]2[C:12]1=[CH:13][CH:14]=[CH:15][CH:16]=2)=[O:8].[C:34](SCC)(=[S:36])[CH3:35], predict the reaction product. The product is: [C:7]([NH:24][C@H:25]([C:31]([OH:33])=[O:32])[CH2:26][CH2:27][CH2:28][CH2:29][NH:30][C:34](=[S:36])[CH3:35])([O:9][CH2:10][CH:11]1[C:12]2[C:17](=[CH:16][CH:15]=[CH:14][CH:13]=2)[C:18]2[C:23]1=[CH:22][CH:21]=[CH:20][CH:19]=2)=[O:8]. (4) Given the reactants [CH2:1]([N:3]([CH2:10][CH2:11][O:12][C:13](=[O:15])[CH3:14])[C:4]1[CH:9]=[CH:8][CH:7]=[CH:6][CH:5]=1)[CH3:2].O.CN([CH:20]=[O:21])C, predict the reaction product. The product is: [CH2:1]([N:3]([CH2:10][CH2:11][O:12][C:13](=[O:15])[CH3:14])[C:4]1[CH:9]=[CH:8][C:7]([CH:20]=[O:21])=[CH:6][CH:5]=1)[CH3:2]. (5) Given the reactants Cl[C:2]1[CH:3]=[C:4]([C@@H:12](CC2CCCC2)[C:13](NC2C=CN(CCC(O)=O)N=2)=[O:14])C=CC=1S(C)(=O)=O.C(N(CC)CC)C.[C:39]1([CH3:49])[CH:44]=[CH:43][C:42]([S:45](Cl)(=[O:47])=[O:46])=[CH:41][CH:40]=1.[OH2:50], predict the reaction product. The product is: [O:14]1[CH2:13][CH2:12][CH2:4][C@@H:3]1[CH2:2][O:46][S:45]([C:42]1[CH:43]=[CH:44][C:39]([CH3:49])=[CH:40][CH:41]=1)(=[O:50])=[O:47]. (6) Given the reactants [C:1]([O:5][C:6](=[O:13])[NH:7][CH2:8][CH2:9][CH2:10][CH2:11][NH2:12])([CH3:4])([CH3:3])[CH3:2].[CH2:14]([N:17]1[C:21]2[CH:22]=[CH:23][CH:24]=[CH:25][C:20]=2[N:19]=[C:18]1[CH:26]=O)[CH:15]=[CH2:16], predict the reaction product. The product is: [C:1]([O:5][C:6](=[O:13])[NH:7][CH2:8][CH2:9][CH2:10][CH2:11][NH:12][CH2:26][C:18]1[N:17]([CH2:14][CH:15]=[CH2:16])[C:21]2[CH:22]=[CH:23][CH:24]=[CH:25][C:20]=2[N:19]=1)([CH3:4])([CH3:2])[CH3:3].